The task is: Binary Classification. Given a miRNA mature sequence and a target amino acid sequence, predict their likelihood of interaction.. This data is from Experimentally validated miRNA-target interactions with 360,000+ pairs, plus equal number of negative samples. (1) The miRNA is mmu-miR-590-3p with sequence UAAUUUUAUGUAUAAGCUAGU. The protein sequence of the target gene is MEPAFGEVNQLGGVFVNGRPLPNAIRLRIVELAQLGIRPCDISRQLRVSHGCVSKILARYNETGSILPGAIGGSKPRVTTPTVVKHIRTYKQRDPGIFAWEIRDRLLADGVCDKYNVPSVSSISRILRNKIGNLAQQGHYDSYKQHQPAPQPALPYNHIYSYPSPITAAAAKVPTPPGVPAIPGSVALPRTWPSSHSVTDILGIRSITDQGVSDSSPYHSPKVEEWSSLGRNNFPAAAPHAVNGLEKGALEQEAKYGQAPNGLPAVSSFVSASSMAPYPTPAQVSPYMTYSAAPSGYVAG.... Result: 1 (interaction). (2) The miRNA is mmu-miR-497b with sequence CACCACAGUGUGGUUUGGACGUGG. The protein sequence of the target gene is MPTNFTVVPVEARADGAGDEAAERTEEPESPESVDQTSPTPGDGNPRENSPFINNVEVERESYFEGKNMALFEEEMDSNPMVSSLLNKLANYTNLSQGVVEHEEDEDSRRREVKAPRMGTFIGVYLPCLQNILGVILFLRLTWIVGAAGVMESFLIVAMCCTCTMLTAISMSAIATNGVVPAGGSYYMISRSLGPEFGGAVGLCFYLGTTFAGAMYILGTIEIFLTYISPSAAIFQAETADGEAAALLNNMRVYGSCALALMAVVVFVGVKYVNKLALVFLACVVLSILAIYAGVIKTAF.... Result: 0 (no interaction). (3) The miRNA is hsa-miR-6828-3p with sequence AUCUGCUCUCUUGUUCCCAG. The protein sequence of the target gene is MALLTAATRLLGAKNSSCLVLAARHASASSTNLKDVLSNLIPKEQARIKTFKQQHGKTVVGQITVDMMYGGMRGMKGLVYETSVLDPDEGIRFRGYSIPECQKMLPKAKGGEEPLPEGLFWLLVTGQMPTEEQVSWLSREWAKRAALPSHVVTMLDNFPTNLHPMSQLSAAITALNSESNFARAYAEGMNRAKYWELIYEDCMDLIAKLPCVAAKIYRNLYREGSSIGAIDSRLDWSHNFTNMLGYTDPQFTELMRLYLTIHSDHEGGNVSAHTSHLVGSALSDPYLSFAAAMNGLAGPL.... Result: 0 (no interaction). (4) The miRNA is hsa-miR-4725-3p with sequence UGGGGAAGGCGUCAGUGUCGGG. The protein sequence of the target gene is MVSSVLPNPTSAECWAALLHDPMTLDMDAVLSDFVRSTGAEPGLARDLLEGKNWDLTAALSDYEQLRQVHTANLPHVFNEGRGPKQPEREPQPGHKVERPCLQRQDDIAQEKRLSRGISHASSAIVSLARSHVASECNNEQFPLEMPIYTFQLPDLSVYSEDFRSFIERDLIEQATMVALEQAGRLNWWSTVCTSCKRLLPLATTGDGNCLLHAASLGMWGFHDRDLVLRKALYTMMRTGAEREALKRRWRWQQTQQNKEEEWEREWTELLKLASSEPRTHFSKNGGTGGGVDNSEDPVY.... Result: 0 (no interaction). (5) The miRNA is hsa-miR-30e-3p with sequence CUUUCAGUCGGAUGUUUACAGC. The protein sequence of the target gene is MPLTPTVQGFQWTLRGPDVETSPFGAPRAASHGVGRHQELRDPTVPGPTSSATNVSMVVSAGPWSGEKAEMNILEINKKSRPQLAENKQQFRNLKQKCLVTQVAYFLANRQNNYDYEDCKDLIKSMLRDERLLTEEKLAEELGQAEELRQYKVLVHSQERELTQLREKLQEGRDASRSLNQHLQALLTPDEPDNSQGRDLREQLAEGCRLAQHLVQKLSPENDDDEDEDVKVEEAEKVQELYAPREVQKAEEKEVPEDSLEECAITCSNSHHPCESNQPYGNTRITFEEDQVDSTLIDSS.... Result: 1 (interaction). (6) The miRNA is mmu-miR-465c-5p with sequence UAUUUAGAAUGGCGCUGAUCUG. The protein sequence of the target gene is MVTHSKFPAAGMSRPLDTSLRLKTFSSKSEYQLVVNAVRKLQESGFYWSTVTGGEANLLLSAEPAGTFLIRDSSDQRHFFTLSVKTQSGTKNLRIQCEGGSFSLQSDPRSTQPVPRFDCVLKLVHHYMPAAGAPSFSQPPAEPSSSPSSEVPEQPPAQPLSGNPPRRAYYIYSGGEKIPLVLSRPLSSNVATLQHLCRKTVNGHLDSYEKVTQLPGPIREFLDQYDAPL. Result: 0 (no interaction). (7) The miRNA is hsa-miR-6511a-5p with sequence CAGGCAGAAGUGGGGCUGACAGG. The protein sequence of the target gene is MSGLRPGTQVDPEIELFVKAGSDGESIGNCPFCQRLFMILWLKGVKFNVTTVDMTRKPEELKDLAPGTNPPFLVYNKELKTDFIKIEEFLEQTLAPPRYPHLSPKYKESFDVGCNLFAKFSAYIKNTQKEANKNFEKSLLKEFKRLDDYLNTPLLDEIDPDSAEEPPVSRRLFLDGDQLTLADCSLLPKLNIIKVAAKKYRDFDIPAEFSGVWRYLHNAYAREEFTHTCPEDKEIENTYANVAKQKS. Result: 0 (no interaction).